This data is from Full USPTO retrosynthesis dataset with 1.9M reactions from patents (1976-2016). The task is: Predict the reactants needed to synthesize the given product. (1) The reactants are: O[CH2:2][C:3]1[CH:4]=[C:5]2[C:9](=[CH:10][CH:11]=1)[CH2:8][C@H:7]([NH:12][C:13](=[O:22])[O:14][CH2:15][C:16]1[CH:21]=[CH:20][CH:19]=[CH:18][CH:17]=1)[CH2:6]2.S(Cl)(Cl)=O.C(=O)([O-])[O-].[K+].[K+].[F:33][C:34]([F:46])([F:45])[C:35]1[C:39]([C:40]([O:42][CH2:43][CH3:44])=[O:41])=[CH:38][NH:37][N:36]=1. Given the product [CH2:15]([O:14][C:13]([NH:12][C@@H:7]1[CH2:6][C:5]2[C:9](=[CH:10][CH:11]=[C:3]([CH2:2][N:36]3[C:35]([C:34]([F:46])([F:33])[F:45])=[C:39]([C:40]([O:42][CH2:43][CH3:44])=[O:41])[CH:38]=[N:37]3)[CH:4]=2)[CH2:8]1)=[O:22])[C:16]1[CH:21]=[CH:20][CH:19]=[CH:18][CH:17]=1, predict the reactants needed to synthesize it. (2) Given the product [OH:8][C:9]1[C:10]2[N:11]([C:16]([C:20]([NH:22][CH2:23][C:24]([NH:29][C:30](=[O:36])[O:31][C:32]([CH3:35])([CH3:34])[CH3:33])([CH3:28])[CH2:25][CH2:26][CH3:27])=[O:21])=[C:17]([CH3:19])[N:18]=2)[CH:12]=[C:13]([CH3:15])[CH:14]=1, predict the reactants needed to synthesize it. The reactants are: C([O:8][C:9]1[C:10]2[N:11]([C:16]([C:20]([NH:22][CH2:23][C:24]([NH:29][C:30](=[O:36])[O:31][C:32]([CH3:35])([CH3:34])[CH3:33])([CH3:28])[CH2:25][CH2:26][CH3:27])=[O:21])=[C:17]([CH3:19])[N:18]=2)[CH:12]=[C:13]([CH3:15])[CH:14]=1)C1C=CC=CC=1. (3) Given the product [CH3:26][O:27][C:28]1[CH:35]=[CH:34][C:31]([CH2:32][N:7]([C:4]2[CH:3]=[CH:2][N:1]=[CH:6][CH:5]=2)[C:8]2[C:17]3[C:12](=[CH:13][CH:14]=[CH:15][CH:16]=3)[N:11]=[C:10]([C:18]3[CH:19]=[CH:20][CH:21]=[CH:22][CH:23]=3)[N:9]=2)=[CH:30][CH:29]=1, predict the reactants needed to synthesize it. The reactants are: [N:1]1[CH:6]=[CH:5][C:4]([NH:7][C:8]2[C:17]3[C:12](=[CH:13][CH:14]=[CH:15][CH:16]=3)[N:11]=[C:10]([C:18]3[CH:23]=[CH:22][CH:21]=[CH:20][CH:19]=3)[N:9]=2)=[CH:3][CH:2]=1.[OH-].[K+].[CH3:26][O:27][C:28]1[CH:35]=[CH:34][C:31]([CH2:32]Cl)=[CH:30][CH:29]=1. (4) Given the product [CH2:1]([C@@H:8]1[CH2:13][N:12]([CH2:14][C:15]2[CH:20]=[CH:19][CH:18]=[CH:17][CH:16]=2)[CH2:11][CH2:10][N:9]1[C:21]([C:23]1[CH:27]=[CH:26][N:25]([CH2:35][C:36]([O:38][C:39]([CH3:42])([CH3:41])[CH3:40])=[O:37])[C:24]=1[C:28]1[CH:33]=[CH:32][CH:31]=[CH:30][CH:29]=1)=[O:22])[C:2]1[CH:7]=[CH:6][CH:5]=[CH:4][CH:3]=1, predict the reactants needed to synthesize it. The reactants are: [CH2:1]([C@@H:8]1[CH2:13][N:12]([CH2:14][C:15]2[CH:20]=[CH:19][CH:18]=[CH:17][CH:16]=2)[CH2:11][CH2:10][N:9]1[C:21]([C:23]1[CH:27]=[CH:26][NH:25][C:24]=1[C:28]1[CH:33]=[CH:32][CH:31]=[CH:30][CH:29]=1)=[O:22])[C:2]1[CH:7]=[CH:6][CH:5]=[CH:4][CH:3]=1.Br[CH2:35][C:36]([O:38][C:39]([CH3:42])([CH3:41])[CH3:40])=[O:37].[H-].[Na+].C(=O)(O)[O-].[Na+]. (5) Given the product [Br:1][C:2]1[CH:3]=[C:4]2[CH:10]=[CH:9][N:8]([S:19]([C:13]3[CH:18]=[CH:17][CH:16]=[CH:15][CH:14]=3)(=[O:21])=[O:20])[C:5]2=[N:6][CH:7]=1, predict the reactants needed to synthesize it. The reactants are: [Br:1][C:2]1[CH:3]=[C:4]2[CH:10]=[CH:9][NH:8][C:5]2=[N:6][CH:7]=1.[H-].[Na+].[C:13]1([S:19](Cl)(=[O:21])=[O:20])[CH:18]=[CH:17][CH:16]=[CH:15][CH:14]=1.C(OCC)(=O)C. (6) Given the product [Cl:1][C:2]1[CH:3]=[C:4]([C:20]2[CH:25]=[CH:24][CH:23]=[CH:22][C:21]=2[C:26]2[NH:43][C:54](=[O:56])[O:57][N:27]=2)[CH:5]=[CH:6][C:7]=1[CH2:8][C:9]1[C:14](=[O:15])[N:13]([C:35]2[CH:36]=[CH:37][C:32]([O:31][CH:28]([CH3:30])[CH3:29])=[CH:33][CH:34]=2)[C:12]([CH3:16])=[N:11][C:10]=1[CH2:17][CH2:18][CH3:19], predict the reactants needed to synthesize it. The reactants are: [Cl:1][C:2]1[CH:3]=[C:4]([C:20]2[C:21]([C:26]#[N:27])=[CH:22][CH:23]=[CH:24][CH:25]=2)[CH:5]=[CH:6][C:7]=1[CH2:8][C:9]1[C:14](=[O:15])[NH:13][C:12]([CH3:16])=[N:11][C:10]=1[CH2:17][CH2:18][CH3:19].[CH:28]([O:31][C:32]1[CH:37]=[CH:36][C:35](B(O)O)=[CH:34][CH:33]=1)([CH3:30])[CH3:29].C([N:43](CC)CC)C.N1C=CC=CC=1.[C:54]([O:57]CC)(=[O:56])C. (7) Given the product [C:30]([CH:33]([CH:35]([C:37]([OH:39])=[O:38])[OH:36])[OH:34])([OH:32])=[O:31].[Cl:29][C:27]1[CH:28]=[C:4]([Cl:3])[CH:5]=[CH:41][C:42]=1[O:43][CH:44]([NH:2][CH3:1])[CH:45]([OH:40])[CH2:30][CH2:33][CH2:35][CH3:37], predict the reactants needed to synthesize it. The reactants are: [CH3:1][NH2:2].[Cl:3][C:4]1[CH:28]=[C:27]([Cl:29])C=C[C:5]=1O[C@@H](CCC)[C@@H](O)COS(C1C=CC(C)=CC=1)(=O)=O.[C:30]([C@@H:33]([C@H:35]([C:37]([O-:39])=[O:38])[OH:36])[OH:34])([O-:32])=[O:31].[O:40]1[CH2:45][CH2:44][O:43][CH2:42][CH2:41]1. (8) Given the product [C:5]([Si:9]([C:36]1[CH:41]=[CH:40][CH:39]=[CH:38][CH:37]=1)([C:30]1[CH:35]=[CH:34][CH:33]=[CH:32][CH:31]=1)[O:10][CH:11]1[C:15]([CH2:42][OH:44])([CH2:16][OH:17])[O:14][CH:13]([N:18]2[CH:23]=[CH:22][C:21](=[O:24])[NH:20][C:19]2=[O:25])[CH:12]1[OH:26])([CH3:7])([CH3:6])[CH3:8], predict the reactants needed to synthesize it. The reactants are: C=O.[OH-].[Na+].[C:5]([Si:9]([C:36]1[CH:41]=[CH:40][CH:39]=[CH:38][CH:37]=1)([C:30]1[CH:35]=[CH:34][CH:33]=[CH:32][CH:31]=1)[O:10][CH:11]1[CH:15]([CH:16]=[O:17])[O:14][CH:13]([N:18]2[CH:23]=[CH:22][C:21](=[O:24])[NH:20][C:19]2=[O:25])[CH:12]1[O:26]C(=O)C)([CH3:8])([CH3:7])[CH3:6].[C:42](O)(=[O:44])C.